This data is from Catalyst prediction with 721,799 reactions and 888 catalyst types from USPTO. The task is: Predict which catalyst facilitates the given reaction. (1) Reactant: [C:1]1([C:7]2[CH2:12][CH2:11][CH2:10][CH2:9][CH:8]=2)[CH:6]=[CH:5][CH:4]=[CH:3][CH:2]=1.[C:13]1([OH:19])[CH:18]=[CH:17][CH:16]=[CH:15][CH:14]=1. Product: [C:1]1([C:7]2([C:16]3[CH:17]=[CH:18][C:13]([OH:19])=[CH:14][CH:15]=3)[CH2:12][CH2:11][CH2:10][CH2:9][CH2:8]2)[CH:6]=[CH:5][CH:4]=[CH:3][CH:2]=1. The catalyst class is: 4. (2) Reactant: Br[C:2]1[C:3](=[O:10])[N:4]([CH3:9])[N:5]=[C:6]([Cl:8])[CH:7]=1.CCN(C(C)C)C(C)C.[CH3:20][C@@H:21]1[CH2:26][O:25][CH2:24][CH2:23][NH:22]1. Product: [Cl:8][C:6]1[CH:7]=[C:2]([N:22]2[CH2:23][CH2:24][O:25][CH2:26][C@H:21]2[CH3:20])[C:3](=[O:10])[N:4]([CH3:9])[N:5]=1. The catalyst class is: 3. (3) Reactant: [O:1]=[O+][O-].[CH3:4][C:5]([C:10]1[S:14][C:13]([NH:15][C:16](=[O:33])[CH:17]([NH:21][C:22](=[O:32])[CH2:23][C:24]2[CH:29]=[C:28]([F:30])[CH:27]=[C:26]([F:31])[CH:25]=2)[CH2:18][CH2:19][CH3:20])=[N:12][N:11]=1)([CH3:9])[CH2:6][CH:7]=C.N#N. Product: [CH3:4][C:5]([C:10]1[S:14][C:13]([NH:15][C:16](=[O:33])[CH:17]([NH:21][C:22](=[O:32])[CH2:23][C:24]2[CH:29]=[C:28]([F:30])[CH:27]=[C:26]([F:31])[CH:25]=2)[CH2:18][CH2:19][CH3:20])=[N:12][N:11]=1)([CH3:9])[CH2:6][CH:7]=[O:1]. The catalyst class is: 2. (4) Reactant: [Cl:1][C:2]1[CH:3]=[C:4]2[C:9](=[C:10]([Cl:12])[CH:11]=1)[CH2:8][N:7]([CH3:13])[CH2:6][CH:5]2[C:14]1[CH:19]=[CH:18][C:17]([NH:20][C:21]([NH:23][CH2:24][CH2:25][C:26]([CH:28]2[C:33](=[O:34])[O:32][C:31]([CH3:36])([CH3:35])[O:30][C:29]2=[O:37])=O)=[O:22])=[CH:16][CH:15]=1.C(O)(=O)C. Product: [Cl:1][C:2]1[CH:3]=[C:4]2[C:9](=[C:10]([Cl:12])[CH:11]=1)[CH2:8][N:7]([CH3:13])[CH2:6][CH:5]2[C:14]1[CH:19]=[CH:18][C:17]([NH:20][C:21]([NH:23][CH2:24][CH2:25][CH2:26][CH:28]2[C:29](=[O:37])[O:30][C:31]([CH3:35])([CH3:36])[O:32][C:33]2=[O:34])=[O:22])=[CH:16][CH:15]=1. The catalyst class is: 4. (5) Reactant: Br[C:2]1[CH:3]=[C:4]([CH:17]=[CH:18][C:19]=1[Cl:20])[C:5]([N:7]([C:9]1[CH:14]=[CH:13][CH:12]=[CH:11][C:10]=1[O:15][CH3:16])[CH3:8])=[O:6].[B:21]1([B:21]2[O:25][C:24]([CH3:27])([CH3:26])[C:23]([CH3:29])([CH3:28])[O:22]2)[O:25][C:24]([CH3:27])([CH3:26])[C:23]([CH3:29])([CH3:28])[O:22]1.C([O-])(=O)C.[K+].C(Cl)Cl. Product: [Cl:20][C:19]1[CH:18]=[CH:17][C:4]([C:5]([N:7]([C:9]2[CH:14]=[CH:13][CH:12]=[CH:11][C:10]=2[O:15][CH3:16])[CH3:8])=[O:6])=[CH:3][C:2]=1[B:21]1[O:25][C:24]([CH3:27])([CH3:26])[C:23]([CH3:29])([CH3:28])[O:22]1. The catalyst class is: 75. (6) Reactant: [CH2:1]([O:3][C:4](=[O:7])[CH:5]=O)[CH3:2].[C:8]([O:12][C:13](=[O:16])[NH:14][NH2:15])([CH3:11])([CH3:10])[CH3:9]. Product: [CH2:1]([O:3][C:4](=[O:7])[CH:5]=[N:15][NH:14][C:13]([O:12][C:8]([CH3:11])([CH3:10])[CH3:9])=[O:16])[CH3:2]. The catalyst class is: 857. (7) Reactant: [Br:1][C:2]1[CH:3]=[CH:4][C:5]([N+:21]([O-])=O)=[C:6]([NH:8][CH:9]2[CH2:13][CH2:12][N:11]([C:14]([O:16][C:17]([CH3:20])([CH3:19])[CH3:18])=[O:15])[CH2:10]2)[CH:7]=1.[NH4+].[Cl-]. Product: [NH2:21][C:5]1[CH:4]=[CH:3][C:2]([Br:1])=[CH:7][C:6]=1[NH:8][CH:9]1[CH2:13][CH2:12][N:11]([C:14]([O:16][C:17]([CH3:20])([CH3:19])[CH3:18])=[O:15])[CH2:10]1. The catalyst class is: 447. (8) Reactant: O[CH:2]([CH:9]1[CH2:13][CH2:12][CH2:11][C:10]1=[O:14])[CH2:3][CH2:4][CH2:5][CH2:6][CH2:7][CH3:8].C(O)(=O)C(O)=O. Product: [CH:2](=[C:9]1[CH2:13][CH2:12][CH2:11][C:10]1=[O:14])[CH2:3][CH2:4][CH2:5][CH2:6][CH2:7][CH3:8]. The catalyst class is: 11. (9) Reactant: [Cl:1][C:2]1[CH:3]=[C:4]([C:8]2[N:13]=[C:12]3[CH2:14][CH2:15][CH2:16][C:11]3=[C:10]([NH:17][C:18]3[CH:23]=[CH:22][C:21]([CH2:24][CH2:25][CH2:26][C:27]([O:29]C)=[O:28])=[CH:20][CH:19]=3)[CH:9]=2)[CH:5]=[CH:6][CH:7]=1.O.[OH-].[Li+].C1COCC1.Cl. Product: [Cl:1][C:2]1[CH:3]=[C:4]([C:8]2[N:13]=[C:12]3[CH2:14][CH2:15][CH2:16][C:11]3=[C:10]([NH:17][C:18]3[CH:19]=[CH:20][C:21]([CH2:24][CH2:25][CH2:26][C:27]([OH:29])=[O:28])=[CH:22][CH:23]=3)[CH:9]=2)[CH:5]=[CH:6][CH:7]=1. The catalyst class is: 6.